From a dataset of B-cell epitopes from IEDB database with 3,159 antigens for binding position prediction. Token-level Classification. Given an antigen amino acid sequence, predict which amino acid positions are active epitope sites capable of antibody binding. Output is a list of indices for active positions. (1) Given the antigen sequence: MAQGTLIRVTPEQPTHAVCVLGTLTQLDICSSAPEDCTSFSINASPGVVVDIAHGPPAKKKSTGSSTWPLDPGVEVTLTMKVASGSTGDQKVQISYYGPKTPPVKALLYLTGVEISLCADITRTGKVKPTRAVKDQRTWTWGPCGQGAILLVNCDRDNLESSAMDCEDDEVLDSEDLQDMSLMTLSTKTPKDFFTNHTLVLHVARSEMDKVRVFQATRGKLSSKCSVVLGPKWPSHYLMVPGGKHNMDFYVEALAFPDTDFPGLITLTISLLDTSNLELPEAVVFQDSVVFRVAPWIMTPNTQPPQEVYACSIFENEDFLKSVTTLAMKAKCKLTICPEEENMDDQWMQDEMEIGYIQAPHKTLPVVFDSPRNRGLKEFPIKRVMGPDFGYVTRGPQTGGISGLDSFGNLEVSPPVTVRGKEYPLGRILFGDSCYPSNDSRQMHQALQDFLSAQQVQAPVKLYSDWLSVGHVDEFLSFVPAPDRKGFRLLLASPRSCYKL..., which amino acid positions are active epitope sites? The epitope positions are: [540, 541, 542, 543, 544, 545, 546, 547, 548, 549, 550, 551, 552, 553, 554, 555, 556, 557, 558, 559]. The amino acids at these positions are: FVERCIDWNRELLKRELGLA. (2) Given the antigen sequence: MHGDTPTLHEYMLDLQPETTDLYCYEQFNDSSEEEDEIDGPAGQAEPDRAHYNIVTFCCKCDSTLRLCVQSTHVDIRTLEDLLMGTLGIVCPICSQKP, which amino acid positions are active epitope sites? The epitope positions are: [3, 4, 5, 6, 7, 8]. The amino acids at these positions are: DTPTLH. (3) Given the antigen sequence: MTTLTMVTCRLLYALLMLALCCCPSVCVTASGQKAEQDTTTTTTTTTKPPTTTTTTTTKPPTTTTTTTTKPPTTTTTTTTTTTTTAPEAPSITTTEAPNTTTTRAPSSIRRIDGSLGSSAWACAPLLLAASALAYTTLG, which amino acid positions are active epitope sites? The epitope positions are: [28, 29, 30, 31, 32, 33, 34, 35, 36, 37, 38]. The amino acids at these positions are: TASGQKAEQDT.